From a dataset of Peptide-MHC class I binding affinity with 185,985 pairs from IEDB/IMGT. Regression. Given a peptide amino acid sequence and an MHC pseudo amino acid sequence, predict their binding affinity value. This is MHC class I binding data. (1) The peptide sequence is RILHNFAYSL. The MHC is HLA-B44:03 with pseudo-sequence HLA-B44:03. The binding affinity (normalized) is 0. (2) The peptide sequence is RRRPVTRPL. The MHC is HLA-A02:12 with pseudo-sequence HLA-A02:12. The binding affinity (normalized) is 0.0847. (3) The peptide sequence is KPSKENRLSI. The MHC is HLA-B53:01 with pseudo-sequence HLA-B53:01. The binding affinity (normalized) is 0.315. (4) The peptide sequence is KRKLMYVSA. The MHC is HLA-A02:12 with pseudo-sequence HLA-A02:12. The binding affinity (normalized) is 0.0847. (5) The peptide sequence is WMLGTGVYL. The MHC is HLA-A11:01 with pseudo-sequence HLA-A11:01. The binding affinity (normalized) is 0.0847. (6) The peptide sequence is RRHWGGNVL. The MHC is HLA-C04:01 with pseudo-sequence HLA-C04:01. The binding affinity (normalized) is 0.213. (7) The peptide sequence is TYGPVFMCL. The MHC is HLA-B08:01 with pseudo-sequence HLA-B08:01. The binding affinity (normalized) is 0.0685. (8) The peptide sequence is MTRVTNNVY. The MHC is HLA-A03:01 with pseudo-sequence HLA-A03:01. The binding affinity (normalized) is 0.0847.